This data is from Full USPTO retrosynthesis dataset with 1.9M reactions from patents (1976-2016). The task is: Predict the reactants needed to synthesize the given product. (1) Given the product [ClH:30].[CH3:28][O:27][C:26]([NH:1][C:2]1[NH:6][C:5]([C:7]2[CH:8]=[CH:9][C:10]([F:13])=[CH:11][CH:12]=2)=[N:4][C:3]=1[C:14]1[CH:19]=[CH:18][CH:17]=[CH:16][CH:15]=1)=[O:29], predict the reactants needed to synthesize it. The reactants are: [NH2:1][C:2]1[NH:6][C:5]([C:7]2[CH:12]=[CH:11][C:10]([F:13])=[CH:9][CH:8]=2)=[N:4][C:3]=1[C:14]1[CH:19]=[CH:18][CH:17]=[CH:16][CH:15]=1.N1C=CC=CC=1.[C:26]([Cl:30])(=[O:29])[O:27][CH3:28].C(OCC)C. (2) Given the product [CH3:26][N:22]1[C:23]2[C:19](=[CH:18][C:17]([CH:15]([C:12]3[N:10]4[N:11]=[C:6]([C:4](=[O:3])[CH3:5])[CH:7]=[CH:8][C:9]4=[N:14][CH:13]=3)[CH3:16])=[CH:25][CH:24]=2)[CH:20]=[N:21]1, predict the reactants needed to synthesize it. The reactants are: C([O:3][C:4]([C:6]1[CH:7]=[CH:8][C:9]2[N:10]([C:12]([CH:15]([C:17]3[CH:18]=[C:19]4[C:23](=[CH:24][CH:25]=3)[N:22]([CH3:26])[N:21]=[CH:20]4)[CH3:16])=[CH:13][N:14]=2)[N:11]=1)=[CH2:5])C.Cl. (3) Given the product [NH2:18][C:4]1[CH:3]=[C:2]([Br:1])[CH:7]=[CH:6][C:5]=1[S:8][C:9]1[CH:17]=[CH:16][CH:15]=[CH:14][C:10]=1[C:11]([OH:13])=[O:12], predict the reactants needed to synthesize it. The reactants are: [Br:1][C:2]1[CH:7]=[CH:6][C:5]([S:8][C:9]2[CH:17]=[CH:16][CH:15]=[CH:14][C:10]=2[C:11]([OH:13])=[O:12])=[C:4]([N+:18]([O-])=O)[CH:3]=1.